From a dataset of Full USPTO retrosynthesis dataset with 1.9M reactions from patents (1976-2016). Predict the reactants needed to synthesize the given product. Given the product [Br:43][C:44]1[CH:53]=[CH:52][C:47]2[N:48]=[C:49]([NH:51][C:40]([CH:34]3[CH2:35][CH2:36][CH2:37][CH2:38][CH2:39]3)=[O:42])[S:50][C:46]=2[CH:45]=1, predict the reactants needed to synthesize it. The reactants are: CCN(C(C)C)C(C)C.CN(C(ON1N=NC2C=CC=NC1=2)=[N+](C)C)C.F[P-](F)(F)(F)(F)F.[CH:34]1([C:40]([OH:42])=O)[CH2:39][CH2:38][CH2:37][CH2:36][CH2:35]1.[Br:43][C:44]1[CH:53]=[CH:52][C:47]2[N:48]=[C:49]([NH2:51])[S:50][C:46]=2[CH:45]=1.